Predict the reactants needed to synthesize the given product. From a dataset of Retrosynthesis with 50K atom-mapped reactions and 10 reaction types from USPTO. (1) Given the product CCCN(Cc1ccccn1)Cc1ccccn1, predict the reactants needed to synthesize it. The reactants are: CCCI.c1ccc(CNCc2ccccn2)nc1. (2) The reactants are: C=CC(=O)Cl.Oc1ccc(-c2cccc3c2sc2ccccc23)cc1-c1cccc2c1sc1ccccc12. Given the product C=CC(=O)Oc1ccc(-c2cccc3c2sc2ccccc23)cc1-c1cccc2c1sc1ccccc12, predict the reactants needed to synthesize it. (3) Given the product CCn1ccc2cccc(Br)c21, predict the reactants needed to synthesize it. The reactants are: Brc1cccc2cc[nH]c12.CCI. (4) Given the product C[C@H](Nc1ncnc2[nH]cnc12)c1cc2cccc(Cl)c2c(N2CCN(C)CC2)n1, predict the reactants needed to synthesize it. The reactants are: CN1CCNCC1.C[C@H](Nc1ncnc2[nH]cnc12)c1cc2cccc(Cl)c2c(Cl)n1. (5) Given the product CC(=O)NCCc1cccc2c1OCCO2, predict the reactants needed to synthesize it. The reactants are: CC(=O)OC(C)=O.NCCc1cccc2c1OCCO2.